This data is from Catalyst prediction with 721,799 reactions and 888 catalyst types from USPTO. The task is: Predict which catalyst facilitates the given reaction. (1) Reactant: [CH2:1]([O:8][C:9]1[CH:10]=[C:11]([C:17]2[O:18][CH:19]=[C:20]([CH2:22][N:23]3C(=O)C4C(=CC=CC=4)C3=O)[N:21]=2)[CH:12]=[CH:13][C:14]=1[O:15][CH3:16])[C:2]1[CH:7]=[CH:6][CH:5]=[CH:4][CH:3]=1.O.NN.ClCCl. Product: [CH2:1]([O:8][C:9]1[CH:10]=[C:11]([C:17]2[O:18][CH:19]=[C:20]([CH2:22][NH2:23])[N:21]=2)[CH:12]=[CH:13][C:14]=1[O:15][CH3:16])[C:2]1[CH:7]=[CH:6][CH:5]=[CH:4][CH:3]=1. The catalyst class is: 8. (2) Reactant: [NH:1]([C:5]1[CH:14]=[CH:13][C:8]([C:9](=[O:12])[CH2:10][Cl:11])=[CH:7][CH:6]=1)C(C)=O.[N:15]1[CH:20]=[CH:19][CH:18]=[CH:17][CH:16]=1.CS(C)=O. Product: [ClH:11].[Cl-:11].[NH2:1][C:5]1[CH:6]=[CH:7][C:8]([C:9](=[O:12])[CH2:10][N+:15]2[CH:20]=[CH:19][CH:18]=[CH:17][CH:16]=2)=[CH:13][CH:14]=1. The catalyst class is: 28. (3) Reactant: I[C:2]1[CH:3]=[C:4]2[CH:10]=[CH:9][NH:8][C:5]2=[N:6][CH:7]=1.[CH3:11][Si:12]([C:15]#[CH:16])([CH3:14])[CH3:13].C(N(CC)CC)C. Product: [CH3:11][Si:12]([C:15]#[C:16][C:2]1[CH:3]=[C:4]2[CH:10]=[CH:9][NH:8][C:5]2=[N:6][CH:7]=1)([CH3:14])[CH3:13]. The catalyst class is: 778. (4) Reactant: Cl[C:2]1[C:11]2[C:6](=[CH:7][CH:8]=[CH:9][CH:10]=2)[N:5]=[C:4]([C:12]([F:15])([F:14])[F:13])[N:3]=1.[CH3:16][NH:17][NH2:18]. Product: [CH3:16][N:17]([C:2]1[C:11]2[C:6](=[CH:7][CH:8]=[CH:9][CH:10]=2)[N:5]=[C:4]([C:12]([F:15])([F:14])[F:13])[N:3]=1)[NH2:18]. The catalyst class is: 4.